This data is from Catalyst prediction with 721,799 reactions and 888 catalyst types from USPTO. The task is: Predict which catalyst facilitates the given reaction. (1) Reactant: C(N(CC)CC)C.[F:8][C:9]1[C:14]([F:15])=[CH:13][CH:12]=[CH:11][C:10]=1[C@H:16]1[CH2:22][NH:21][C:20](=[S:23])[C@H:19]([NH:24][C:25](=[O:31])OC(C)(C)C)[CH2:18][CH2:17]1.[O:32]=[C:33]1[NH:41][C:36]2=[N:37][CH:38]=[CH:39][CH:40]=[C:35]2[N:34]1[CH:42]1[CH2:47][CH2:46][N:45](C(Cl)=O)[CH2:44][CH2:43]1. Product: [F:8][C:9]1[C:14]([F:15])=[CH:13][CH:12]=[CH:11][C:10]=1[C@H:16]1[CH2:22][NH:21][C:20](=[S:23])[C@H:19]([NH:24][C:25]([N:45]2[CH2:44][CH2:43][CH:42]([N:34]3[C:35]4[C:36](=[N:37][CH:38]=[CH:39][CH:40]=4)[NH:41][C:33]3=[O:32])[CH2:47][CH2:46]2)=[O:31])[CH2:18][CH2:17]1. The catalyst class is: 4. (2) Reactant: S(O[CH2:12][CH:13]1[CH2:18][CH2:17][CH2:16][N:15]([C:19]([O:21][C:22]([CH3:25])([CH3:24])[CH3:23])=[O:20])[CH2:14]1)(C1C=CC(C)=CC=1)(=O)=O.[N-:26]=[N+:27]=[N-:28].[Na+].[Na+].[I-]. Product: [N:26]([CH2:12][CH:13]1[CH2:18][CH2:17][CH2:16][N:15]([C:19]([O:21][C:22]([CH3:25])([CH3:24])[CH3:23])=[O:20])[CH2:14]1)=[N+:27]=[N-:28]. The catalyst class is: 3. (3) Reactant: [F:1][C:2]([S:5][C:6]1[CH:11]=[CH:10][C:9]([OH:12])=[CH:8][CH:7]=1)([F:4])[F:3].ClC1C=CC=C(C(OO)=[O:21])C=1.S([O-])([O-])=O.[Na+].[Na+]. Product: [F:1][C:2]([F:4])([F:3])[S:5]([C:6]1[CH:11]=[CH:10][C:9]([OH:12])=[CH:8][CH:7]=1)=[O:21]. The catalyst class is: 22. (4) Reactant: [Br:1][C:2]1[CH:7]=[CH:6][C:5]([OH:8])=[C:4]([Cl:9])[CH:3]=1.[N+:10]([O-])([OH:12])=[O:11].O. Product: [Br:1][C:2]1[CH:7]=[C:6]([N+:10]([O-:12])=[O:11])[C:5]([OH:8])=[C:4]([Cl:9])[CH:3]=1. The catalyst class is: 15. (5) Reactant: [N:1]1([C:6]([C:8]2[CH:13]=[CH:12][CH:11]=[CH:10][C:9]=2[S:14]([NH:17][C:18]2[CH:27]=[CH:26][C:25]3[C:20](=[CH:21][CH:22]=[CH:23][CH:24]=3)[C:19]=2[C:28]([O:30]C)=[O:29])(=[O:16])=[O:15])=[O:7])[CH2:5][CH2:4][CH2:3][CH2:2]1.O.O.[OH-].[Li+]. Product: [N:1]1([C:6]([C:8]2[CH:13]=[CH:12][CH:11]=[CH:10][C:9]=2[S:14]([NH:17][C:18]2[CH:27]=[CH:26][C:25]3[C:20](=[CH:21][CH:22]=[CH:23][CH:24]=3)[C:19]=2[C:28]([OH:30])=[O:29])(=[O:16])=[O:15])=[O:7])[CH2:5][CH2:4][CH2:3][CH2:2]1. The catalyst class is: 12.